Dataset: Forward reaction prediction with 1.9M reactions from USPTO patents (1976-2016). Task: Predict the product of the given reaction. (1) Given the reactants [N+:1]([C:4]1[CH:9]=[CH:8][CH:7]=[C:6]([N+:10]([O-])=O)[C:5]=1[NH:13][CH2:14][CH:15]([OH:21])[CH2:16][C:17]([O:19][CH3:20])=[O:18])([O-])=O, predict the reaction product. The product is: [NH2:1][C:4]1[CH:9]=[CH:8][CH:7]=[C:6]([NH2:10])[C:5]=1[NH:13][CH2:14][CH:15]([OH:21])[CH2:16][C:17]([O:19][CH3:20])=[O:18]. (2) The product is: [CH3:1][O:2][C:3]1[CH:4]=[C:5]([CH:10]=[CH:11][CH:12]=1)[CH:6]=[CH:7][CH:8]=[N:13][NH:14][C:15]([NH2:17])=[S:16]. Given the reactants [CH3:1][O:2][C:3]1[CH:4]=[C:5]([CH:10]=[CH:11][CH:12]=1)[CH:6]=[CH:7][CH:8]=O.[NH2:13][NH:14][C:15]([NH2:17])=[S:16], predict the reaction product.